This data is from Experimentally validated miRNA-target interactions with 360,000+ pairs, plus equal number of negative samples. The task is: Binary Classification. Given a miRNA mature sequence and a target amino acid sequence, predict their likelihood of interaction. (1) The miRNA is mmu-miR-3063-3p with sequence UGAGGAAUCCUGAUCUCUCGCC. The protein sequence of the target gene is MGPQAAAGRMILLVVLMLSAKVGSGALTSTEDPEPPSVPVPTNVLIKSYNLNPVVCWEYQNMSQTPIFTVQVKVYSGSWTDSCTNISDHCCNIYEQIMYPDVSAWARVKAKVGQKESDYARSKEFLMCLKGKVGPPGLEIRRKKEEQLSVLVFHPEVVVNGESQGTMFGDGSTCYTFDYTVYVEHNRSGEILHTKHTVEKEECNETLCELNISVSTLDSRYCISVDGISSFWQVRTEKSKDVCIPPFHDDRKDSIWILVVAPLTVFTVVILVFAYWYTKKNSFKRKSIMLPKSLLSVVKS.... Result: 0 (no interaction). (2) The miRNA is hsa-miR-369-3p with sequence AAUAAUACAUGGUUGAUCUUU. The protein sequence of the target gene is MAEGSVMFSDVSIDFSQEEWDCLDPVQRDLYRDVMLENYGNLVSMGLYTPKPQVISLLEQGKEPWMVGRELTRGLCSDLESMCETKLLSLKKEVYEIELCQREIMGLTKHGLEYSSFGDVLEYRSHLAKQLGYPNGHFSQEIFTPEYMPTFIQQTFLTLHQIINNEDRPYECKKCGKAFSQNSQFIQHQRIHIGEKSYECKECGKFFSCGSHVTRHLKIHTGEKPFECKECGKAFSCSSYLSQHQRIHTGKKPYECKECGKAFSYCSNLIDHQRIHTGEKPYECKVCGKAFTKSSQLFQH.... Result: 1 (interaction).